Dataset: Full USPTO retrosynthesis dataset with 1.9M reactions from patents (1976-2016). Task: Predict the reactants needed to synthesize the given product. (1) Given the product [Cl:34][C:28]1[CH:29]=[C:30]([Cl:33])[CH:31]=[CH:32][C:27]=1[CH2:26][NH:25][C:17]1[C:18]2[CH:24]=[CH:23][CH:22]=[N:21][C:19]=2[N:20]=[C:1]([N:8]2[CH2:9][CH2:10][NH:11][CH2:12][CH2:13]2)[N:16]=1, predict the reactants needed to synthesize it. The reactants are: [C:1]([N:8]1[CH2:13][CH2:12][NH:11][CH2:10][CH2:9]1)(OC(C)(C)C)=O.ClC1[N:16]=[C:17]([NH:25][CH2:26][C:27]2[CH:32]=[CH:31][C:30]([Cl:33])=[CH:29][C:28]=2[Cl:34])[C:18]2[CH:24]=[CH:23][CH:22]=[N:21][C:19]=2[N:20]=1.C(N(CC)C(C)C)(C)C. (2) Given the product [F:16][C:17]1[CH:18]=[C:19]([C:20](=[O:21])[CH2:14][C:13]#[N:15])[CH:25]=[C:26]([F:28])[CH:27]=1, predict the reactants needed to synthesize it. The reactants are: C(NC(C)C)(C)C.C([Li])CCC.[C:13](#[N:15])[CH3:14].[F:16][C:17]1[CH:18]=[C:19]([CH:25]=[C:26]([F:28])[CH:27]=1)[C:20](OCC)=[O:21].C([N-]C(C)C)(C)C.[Li+]. (3) Given the product [CH:1]([C:4]1[CH:5]=[C:6]([CH2:12][C:13]#[N:14])[CH:7]=[CH:8][C:9]=1[O:10][CH3:11])([CH3:3])[CH3:2], predict the reactants needed to synthesize it. The reactants are: [C:1]([C:4]1[CH:5]=[C:6]([CH2:12][C:13]#[N:14])[CH:7]=[CH:8][C:9]=1[O:10][CH3:11])([CH3:3])=[CH2:2]. (4) Given the product [NH:14]1[C:13]2[CH:23]=[CH:24][C:10](/[C:9](/[C:25]3[CH:26]=[CH:27][C:28](/[CH:31]=[CH:32]/[C:33]([O:35][CH2:36][CH3:37])=[O:34])=[CH:29][CH:30]=3)=[C:8](/[C:2]3[CH:7]=[CH:6][CH:5]=[CH:4][CH:3]=3)\[CH2:38][CH3:39])=[CH:11][C:12]=2[N:16]=[N:15]1, predict the reactants needed to synthesize it. The reactants are: Cl.[C:2]1(/[C:8](/[CH2:38][CH3:39])=[C:9](\[C:25]2[CH:30]=[CH:29][C:28](/[CH:31]=[CH:32]/[C:33]([O:35][CH2:36][CH3:37])=[O:34])=[CH:27][CH:26]=2)/[C:10]2[CH:24]=[CH:23][C:13]3[N:14](C4CCCCO4)[N:15]=[N:16][C:12]=3[CH:11]=2)[CH:7]=[CH:6][CH:5]=[CH:4][CH:3]=1. (5) Given the product [O:3]1[CH2:4][CH2:5][CH2:6][O:1][CH:2]1[C:7]1[CH:12]=[CH:11][C:10]([C:13]2[S:14][C:15]3[C:20]([N:21]=2)=[CH:19][CH:18]=[C:17]([C:22]2([CH:24]4[CH2:29][CH2:28][O:27][CH2:26][CH2:25]4)[CH2:32][CH2:23]2)[N:16]=3)=[C:9]([F:30])[CH:8]=1, predict the reactants needed to synthesize it. The reactants are: [O:1]1[CH2:6][CH2:5][CH2:4][O:3][CH:2]1[C:7]1[CH:12]=[CH:11][C:10]([C:13]2[S:14][C:15]3[C:20]([N:21]=2)=[CH:19][CH:18]=[C:17]([C:22]([CH:24]2[CH2:29][CH2:28][O:27][CH2:26][CH2:25]2)=[CH2:23])[N:16]=3)=[C:9]([F:30])[CH:8]=1.[I-].[CH3:32][S+](C)(C)=O.CC(C)([O-])C.[K+].